Predict the reaction yield, written as a fraction of the theoretical maximum amount of product (1.0 means a 100% yield; for example, 0.34 means a 34% yield). From a dataset of Reaction yield outcomes from USPTO patents with 853,638 reactions. (1) The reactants are [CH2:1]1[O:9][C:8]2[CH:7]=[CH:6][C:5]([CH2:10][C:11](O)=O)=[CH:4][C:3]=2[O:2]1.B.C1C[O:18]CC1. The catalyst is C1COCC1. The product is [CH2:1]1[O:9][C:8]2[CH:7]=[CH:6][C:5]([CH:10]([OH:18])[CH3:11])=[CH:4][C:3]=2[O:2]1. The yield is 0.980. (2) The reactants are [C:1](=[O:23])(OC1C=CC([N+]([O-])=O)=CC=1)[O:2][C:3]1[CH:8]=[CH:7][C:6]([NH:9][C:10](=[O:12])[CH3:11])=[CH:5][CH:4]=1.C(=S)([O-])[O-].[Na:28].[SH:29][CH2:30][CH2:31][S:32]([O-:35])(=[O:34])=[O:33].C(=O)([O-])O.[Na+]. The catalyst is O.C(#N)C.ClCCl. The product is [C:10]([NH:9][C:6]1[CH:5]=[CH:4][C:3]([O:2][C:1]([S:29][CH2:30][CH2:31][S:32]([OH:35])(=[O:34])=[O:33])=[O:23])=[CH:8][CH:7]=1)(=[O:12])[CH3:11].[Na:28]. The yield is 0.820. (3) The reactants are O=C1C2C(=CC=CC=2)C(=O)[N:3]1[CH2:12][CH2:13][CH2:14][C:15]1[N:20]=[C:19]([NH:21][C:22]2[CH:23]=[C:24]([CH3:28])[CH:25]=[CH:26][CH:27]=2)[C:18]([C:29]([NH2:31])=[O:30])=[CH:17][N:16]=1.O.NN. The catalyst is CO. The product is [NH2:3][CH2:12][CH2:13][CH2:14][C:15]1[N:20]=[C:19]([NH:21][C:22]2[CH:23]=[C:24]([CH3:28])[CH:25]=[CH:26][CH:27]=2)[C:18]([C:29]([NH2:31])=[O:30])=[CH:17][N:16]=1. The yield is 0.180. (4) The reactants are [C:1]([O:5][C:6]([NH:8][CH2:9][C:10]1[N:11]([CH2:34][CH:35]([CH3:37])[CH3:36])[C:12](=[O:33])[C:13]2[C:18]([C:19]=1[C:20]1[CH:25]=[CH:24][CH:23]=[CH:22][CH:21]=1)=[CH:17][C:16](/[CH:26]=[CH:27]/[C:28]([O:30][CH2:31][CH3:32])=[O:29])=[CH:15][CH:14]=2)=[O:7])([CH3:4])([CH3:3])[CH3:2]. The catalyst is C(O)C.O1CCCC1.[C].[Pd]. The product is [C:1]([O:5][C:6]([NH:8][CH2:9][C:10]1[N:11]([CH2:34][CH:35]([CH3:36])[CH3:37])[C:12](=[O:33])[C:13]2[C:18]([C:19]=1[C:20]1[CH:21]=[CH:22][CH:23]=[CH:24][CH:25]=1)=[CH:17][C:16]([CH2:26][CH2:27][C:28]([O:30][CH2:31][CH3:32])=[O:29])=[CH:15][CH:14]=2)=[O:7])([CH3:3])([CH3:2])[CH3:4]. The yield is 0.901. (5) The reactants are [N:1]([CH2:4][C@@H:5]([OH:11])[C:6]([N:8]([CH3:10])[CH3:9])=[O:7])=[N+]=[N-]. The catalyst is C(O)C.[Pd]. The product is [NH2:1][CH2:4][C@@H:5]([OH:11])[C:6]([N:8]([CH3:10])[CH3:9])=[O:7]. The yield is 0.870.